Dataset: Peptide-MHC class I binding affinity with 185,985 pairs from IEDB/IMGT. Task: Regression. Given a peptide amino acid sequence and an MHC pseudo amino acid sequence, predict their binding affinity value. This is MHC class I binding data. (1) The peptide sequence is IVQQQQQLL. The MHC is HLA-A02:03 with pseudo-sequence HLA-A02:03. The binding affinity (normalized) is 0.166. (2) The peptide sequence is DVAASSLLY. The MHC is HLA-A02:06 with pseudo-sequence HLA-A02:06. The binding affinity (normalized) is 0.0383. (3) The peptide sequence is FLAVGGVLL. The MHC is HLA-A02:01 with pseudo-sequence HLA-A02:01. The binding affinity (normalized) is 0.908. (4) The peptide sequence is ILVRFNYLA. The MHC is HLA-A02:01 with pseudo-sequence HLA-A02:01. The binding affinity (normalized) is 0.0847. (5) The peptide sequence is HRYLIRQSM. The MHC is HLA-B45:06 with pseudo-sequence HLA-B45:06. The binding affinity (normalized) is 0.213. (6) The peptide sequence is QPESNILDI. The MHC is HLA-B51:01 with pseudo-sequence HLA-B51:01. The binding affinity (normalized) is 0.00674. (7) The peptide sequence is FSFPQITLW. The MHC is HLA-A01:01 with pseudo-sequence HLA-A01:01. The binding affinity (normalized) is 0. (8) The peptide sequence is GMLIYSMWGK. The MHC is HLA-A68:01 with pseudo-sequence HLA-A68:01. The binding affinity (normalized) is 0.630.